Dataset: Full USPTO retrosynthesis dataset with 1.9M reactions from patents (1976-2016). Task: Predict the reactants needed to synthesize the given product. (1) Given the product [OH:20][C@H:21]1[CH2:29][C:28]2[C:23](=[CH:24][CH:25]=[CH:26][CH:27]=2)[C@H:22]1[NH:30][C:3]1[S:4]/[C:5](=[CH:9]\[C:10]2[CH:11]=[C:12]3[C:17](=[CH:18][CH:19]=2)[N:16]=[CH:15][CH:14]=[CH:13]3)/[C:6](=[O:8])[N:7]=1, predict the reactants needed to synthesize it. The reactants are: CS[C:3]1[S:4]/[C:5](=[CH:9]\[C:10]2[CH:11]=[C:12]3[C:17](=[CH:18][CH:19]=2)[N:16]=[CH:15][CH:14]=[CH:13]3)/[C:6](=[O:8])[N:7]=1.[OH:20][C@H:21]1[CH2:29][C:28]2[C:23](=[CH:24][CH:25]=[CH:26][CH:27]=2)[C@H:22]1[NH2:30].CCN(C(C)C)C(C)C. (2) Given the product [Cl:16][C:17]1[CH:22]=[CH:21][C:20]([S:23]([NH:15][C:4]2[C:5]([O:8][C:9]3[CH:14]=[CH:13][CH:12]=[CH:11][CH:10]=3)=[N:6][CH:7]=[C:2]([Cl:1])[CH:3]=2)(=[O:24])=[O:25])=[CH:19][C:18]=1[C:27]([F:30])([F:28])[F:29], predict the reactants needed to synthesize it. The reactants are: [Cl:1][C:2]1[CH:3]=[C:4]([NH2:15])[C:5]([O:8][C:9]2[CH:14]=[CH:13][CH:12]=[CH:11][CH:10]=2)=[N:6][CH:7]=1.[Cl:16][C:17]1[CH:22]=[CH:21][C:20]([S:23](Cl)(=[O:25])=[O:24])=[CH:19][C:18]=1[C:27]([F:30])([F:29])[F:28].